Dataset: Reaction yield outcomes from USPTO patents with 853,638 reactions. Task: Predict the reaction yield, written as a fraction of the theoretical maximum amount of product (1.0 means a 100% yield; for example, 0.34 means a 34% yield). The reactants are [CH3:1][C@H:2]1[CH2:6][N:5]([S:7]([CH3:10])(=[O:9])=[O:8])[CH2:4][C@H:3]1[NH:11][C:12]1[C:13]2[N:14]([CH:21]=[C:22]([C:24]3[CH:25]=[N:26][NH:27][CH:28]=3)[CH:23]=2)[N:15]=[CH:16][C:17]=1[C:18]([NH2:20])=[O:19].C1CCN2C(=NCCC2)CC1.[CH3:40][C:41]1([CH3:44])[CH2:43][O:42]1. The catalyst is C(#N)C.CO. The product is [OH:42][C:41]([CH3:44])([CH3:43])[CH2:40][N:26]1[CH:25]=[C:24]([C:22]2[CH:23]=[C:13]3[C:12]([NH:11][C@H:3]4[C@@H:2]([CH3:1])[CH2:6][N:5]([S:7]([CH3:10])(=[O:8])=[O:9])[CH2:4]4)=[C:17]([C:18]([NH2:20])=[O:19])[CH:16]=[N:15][N:14]3[CH:21]=2)[CH:28]=[N:27]1. The yield is 0.300.